Dataset: Forward reaction prediction with 1.9M reactions from USPTO patents (1976-2016). Task: Predict the product of the given reaction. (1) Given the reactants C(O)(C(F)(F)F)=O.[O:8]=[C:9]1[CH:14]=[C:13]([C:15]2[CH:20]=[CH:19][N:18]=[C:17]([NH:21][CH:22]3[CH2:27][CH2:26][O:25][CH2:24][CH2:23]3)[N:16]=2)[CH:12]=[CH:11][N:10]1CC1C=C2C(C=CN2C(OC(C)(C)C)=O)=CC=1.C([O-])(O)=O.[Na+].CC#N, predict the reaction product. The product is: [O:25]1[CH2:26][CH2:27][CH:22]([NH:21][C:17]2[N:16]=[C:15]([C:13]3[CH:12]=[CH:11][NH:10][C:9](=[O:8])[CH:14]=3)[CH:20]=[CH:19][N:18]=2)[CH2:23][CH2:24]1. (2) Given the reactants O=S(Cl)Cl.[Br:5][C:6]1[CH:7]=[C:8]([CH2:12]O)[CH:9]=[N:10][CH:11]=1.[C-:14]#[N:15].[K+].CO, predict the reaction product. The product is: [Br:5][C:6]1[CH:7]=[C:8]([CH2:12][C:14]#[N:15])[CH:9]=[N:10][CH:11]=1. (3) Given the reactants [Si:1](Cl)([C:4]([CH3:7])([CH3:6])[CH3:5])([CH3:3])[CH3:2].[CH:9]1([OH:16])[CH2:14][CH2:13][CH:12]([OH:15])[CH2:11][CH2:10]1.N1C=CN=C1, predict the reaction product. The product is: [C:4]([Si:1]([CH3:3])([CH3:2])[O:15][CH:12]1[CH2:13][CH2:14][CH:9]([OH:16])[CH2:10][CH2:11]1)([CH3:7])([CH3:6])[CH3:5]. (4) Given the reactants [CH3:1][O:2][C:3]1[CH:4]=[C:5]([NH:9][C:10]2[CH:26]=[CH:25][C:13]3[S:14][C:15]([C:18]4[CH:23]=[CH:22][N:21]=[C:20]([NH2:24])[N:19]=4)=[C:16]([CH3:17])[C:12]=3[CH:11]=2)[CH:6]=[CH:7][CH:8]=1.O([C:28]1[CH:33]=[C:32](C=[CH:30][CH:29]=1)N)[C:28]1[CH:33]=[CH:32]C=[CH:30][CH:29]=1.COC1C=C(C=CC=1)N, predict the reaction product. The product is: [CH3:17][C:16]1[C:12]2[CH:11]=[C:10]([NH:9][C:5]3[CH:6]=[CH:7][CH:8]=[C:3]([O:2][C:1]4[CH:32]=[CH:33][CH:28]=[CH:29][CH:30]=4)[CH:4]=3)[CH:26]=[CH:25][C:13]=2[S:14][C:15]=1[C:18]1[CH:23]=[CH:22][N:21]=[C:20]([NH2:24])[N:19]=1. (5) Given the reactants C(OC(=O)[NH:7][C@H:8]([CH2:34][C:35]1[CH:40]=[C:39]([F:41])[C:38]([F:42])=[CH:37][C:36]=1[F:43])[CH2:9][C:10](=[O:33])[N:11]1[CH2:16][CH2:15][N:14]2[C:17]([C:29]([F:32])([F:31])[F:30])=[N:18][C:19]([C:20](=[O:28])[NH:21][C:22]3[CH:27]=[CH:26][CH:25]=[CH:24][N:23]=3)=[C:13]2[CH2:12]1)(C)(C)C.[Cl:45]CCl.[ClH:48], predict the reaction product. The product is: [ClH:45].[ClH:48].[N:23]1[CH:24]=[CH:25][CH:26]=[CH:27][C:22]=1[NH:21][C:20]([C:19]1[N:18]=[C:17]([C:29]([F:30])([F:31])[F:32])[N:14]2[CH2:15][CH2:16][N:11]([C:10](=[O:33])[CH2:9][C@H:8]([NH2:7])[CH2:34][C:35]3[CH:40]=[C:39]([F:41])[C:38]([F:42])=[CH:37][C:36]=3[F:43])[CH2:12][C:13]=12)=[O:28]. (6) Given the reactants Cl[C:2]1[CH:7]=[C:6](Cl)[N:5]=[CH:4][N:3]=1.[CH3:9][NH:10][C:11]1[CH:12]=[C:13]([OH:17])[CH:14]=[CH:15][CH:16]=1, predict the reaction product. The product is: [CH3:9][N:10]([C:11]1[CH:16]=[CH:15][CH:14]=[C:13]([OH:17])[CH:12]=1)[C:2]1[CH:7]=[C:6]([N:10]([CH3:9])[C:11]2[CH:16]=[CH:15][CH:14]=[C:13]([OH:17])[CH:12]=2)[N:5]=[CH:4][N:3]=1. (7) Given the reactants [CH3:1][N:2]([CH3:28])[CH:3]1[CH2:7][CH2:6][N:5]([C:8]2[N:13]=[CH:12][C:11]([C:14]3[N:18]4[CH:19]=[CH:20][CH:21]=[CH:22][C:17]4=[N:16][C:15]=3[C:23](OCC)=[O:24])=[CH:10][CH:9]=2)[CH2:4]1.[BH4-].[Li+].[OH-].[Na+], predict the reaction product. The product is: [CH3:1][N:2]([CH3:28])[CH:3]1[CH2:7][CH2:6][N:5]([C:8]2[N:13]=[CH:12][C:11]([C:14]3[N:18]4[CH:19]=[CH:20][CH:21]=[CH:22][C:17]4=[N:16][C:15]=3[CH2:23][OH:24])=[CH:10][CH:9]=2)[CH2:4]1. (8) Given the reactants [F:1][C:2]1[CH:22]=[C:21]([F:23])[CH:20]=[CH:19][C:3]=1[O:4][C:5]1[C:14]([O:15][CH3:16])=[CH:13][CH:12]=[C:11]2[C:6]=1[CH:7]=[CH:8][C:9](SC)=[N:10]2.O[O:25][S:26]([O-:28])=O.[K+].[CH3:30]O, predict the reaction product. The product is: [F:1][C:2]1[CH:22]=[C:21]([F:23])[CH:20]=[CH:19][C:3]=1[O:4][C:5]1[C:14]([O:15][CH3:16])=[CH:13][CH:12]=[C:11]2[C:6]=1[CH:7]=[CH:8][C:9]([S:26]([CH3:30])(=[O:28])=[O:25])=[N:10]2. (9) Given the reactants [CH2:1]([O:8][C:9]1[CH:17]=C2[C:12]([C:13]([CH2:18][C:19]([OH:21])=[O:20])=CN2)=[CH:11][CH:10]=1)[C:2]1[CH:7]=[CH:6][CH:5]=[CH:4][CH:3]=1.[H-].[Na+].CI.[C:26]([O-])(=O)C.[NH4+].[CH3:31][N:32]([CH3:35])[CH:33]=O, predict the reaction product. The product is: [CH3:26][O:21][C:19](=[O:20])[CH2:18][C:13]1[C:12]2[C:31](=[CH:17][C:9]([O:8][CH2:1][C:2]3[CH:3]=[CH:4][CH:5]=[CH:6][CH:7]=3)=[CH:10][CH:11]=2)[N:32]([CH3:35])[CH:33]=1.